This data is from Catalyst prediction with 721,799 reactions and 888 catalyst types from USPTO. The task is: Predict which catalyst facilitates the given reaction. (1) Reactant: [CH2:1]([N:8]1[CH2:13][CH2:12][N:11]([C:14]2[CH:19]=[CH:18][C:17]([N+:20]([O-])=O)=[C:16]([CH2:23][S:24]([C:27]3[CH:32]=[CH:31][CH:30]=[CH:29][CH:28]=3)(=[O:26])=[O:25])[CH:15]=2)[CH2:10][CH2:9]1)[C:2]1[CH:7]=[CH:6][CH:5]=[CH:4][CH:3]=1.[Sn].C([O-])(O)=O.[Na+].CCOCC. Product: [CH2:1]([N:8]1[CH2:13][CH2:12][N:11]([C:14]2[CH:19]=[CH:18][C:17]([NH2:20])=[C:16]([CH2:23][S:24]([C:27]3[CH:32]=[CH:31][CH:30]=[CH:29][CH:28]=3)(=[O:26])=[O:25])[CH:15]=2)[CH2:10][CH2:9]1)[C:2]1[CH:3]=[CH:4][CH:5]=[CH:6][CH:7]=1. The catalyst class is: 240. (2) Reactant: [CH3:1][O:2][C:3]1[CH:8]=[CH:7][C:6]([C@H:9]2[C:18]3[C:13](=[CH:14][C:15]([O:19][CH2:20][CH2:21][CH2:22][OH:23])=[CH:16][CH:17]=3)[C@@H:12]3[CH2:24][CH2:25][CH2:26][N:11]3[CH2:10]2)=[CH:5][CH:4]=1.CCN(C(C)C)C(C)C.[CH3:36][S:37](Cl)(=[O:39])=[O:38]. Product: [CH3:1][O:2][C:3]1[CH:4]=[CH:5][C:6]([C@H:9]2[C:18]3[C:13](=[CH:14][C:15]([O:19][CH2:20][CH2:21][CH2:22][O:23][S:37]([CH3:36])(=[O:39])=[O:38])=[CH:16][CH:17]=3)[C@@H:12]3[CH2:24][CH2:25][CH2:26][N:11]3[CH2:10]2)=[CH:7][CH:8]=1. The catalyst class is: 76. (3) Reactant: [NH2:1][C:2]1[N:7]=[CH:6][C:5]([C:8]2[CH:9]=[C:10]([NH2:19])[C:11]([NH:14][C:15]([CH3:18])([CH3:17])[CH3:16])=[CH:12][CH:13]=2)=[CH:4][N:3]=1.[Cl:20][C:21]1[CH:28]=[CH:27][C:24]([CH:25]=O)=[C:23]([C:29]2[O:33][N:32]=[C:31]([CH3:34])[N:30]=2)[CH:22]=1.OOS([O-])=O.[K+]. Product: [C:15]([N:14]1[C:11]2[CH:12]=[CH:13][C:8]([C:5]3[CH:4]=[N:3][C:2]([NH2:1])=[N:7][CH:6]=3)=[CH:9][C:10]=2[N:19]=[C:25]1[C:24]1[CH:27]=[CH:28][C:21]([Cl:20])=[CH:22][C:23]=1[C:29]1[O:33][N:32]=[C:31]([CH3:34])[N:30]=1)([CH3:16])([CH3:18])[CH3:17]. The catalyst class is: 18. (4) Reactant: Cl[C:2]1[CH:7]=[C:6]([Cl:8])[N:5]=[CH:4][N:3]=1.[N+:9]([C:12]1[CH:13]=[C:14](B(O)O)[CH:15]=[CH:16][CH:17]=1)([O-:11])=[O:10].C(COC)OC.C([O-])(O)=O.[Na+]. Product: [Cl:8][C:6]1[CH:7]=[C:2]([C:16]2[CH:15]=[CH:14][CH:13]=[C:12]([N+:9]([O-:11])=[O:10])[CH:17]=2)[N:3]=[CH:4][N:5]=1. The catalyst class is: 189. (5) Reactant: C(N(CC)CC)C.[CH2:8]([SH:11])[CH2:9][CH3:10].[C:12](=[S:14])=[S:13].[CH2:15](Br)[C:16]1[CH:21]=[CH:20][CH:19]=[CH:18][CH:17]=1.Cl. The catalyst class is: 22. Product: [C:12](=[S:14])([S:13][CH2:15][C:16]1[CH:21]=[CH:20][CH:19]=[CH:18][CH:17]=1)[S:11][CH2:8][CH2:9][CH3:10]. (6) Reactant: [Cl:1][C:2]1[N:7]=[C:6]([NH:8][C:9]2[CH:18]=[C:17]3[C:12]([CH2:13][CH2:14][N:15](C(OC(C)(C)C)=O)[CH2:16]3)=[CH:11][CH:10]=2)[C:5]([F:26])=[CH:4][N:3]=1. Product: [Cl:1][C:2]1[N:7]=[C:6]([NH:8][C:9]2[CH:18]=[C:17]3[C:12]([CH2:13][CH2:14][NH:15][CH2:16]3)=[CH:11][CH:10]=2)[C:5]([F:26])=[CH:4][N:3]=1. The catalyst class is: 330. (7) Reactant: [CH2:1]([O:3][C:4]([C:6]1[C:15](=[O:16])[C:14]2[C:9](=[CH:10][C:11]([O:17][CH2:18][C:19]3[CH:24]=[CH:23][CH:22]=[CH:21][CH:20]=3)=[CH:12][CH:13]=2)[NH:8][CH:7]=1)=[O:5])[CH3:2].C(=O)([O-])[O-].[K+].[K+].I[CH2:32][CH3:33]. Product: [CH2:1]([O:3][C:4]([C:6]1[C:15](=[O:16])[C:14]2[C:9](=[CH:10][C:11]([O:17][CH2:18][C:19]3[CH:20]=[CH:21][CH:22]=[CH:23][CH:24]=3)=[CH:12][CH:13]=2)[N:8]([CH2:32][CH3:33])[CH:7]=1)=[O:5])[CH3:2]. The catalyst class is: 3.